Dataset: Forward reaction prediction with 1.9M reactions from USPTO patents (1976-2016). Task: Predict the product of the given reaction. Given the reactants Br[C:2]1[CH:14]=[CH:13][C:12]2[C:11]3[C:6](=[CH:7][C:8]([Br:15])=[CH:9][CH:10]=3)[N:5]([C:16]3[CH:21]=[CH:20][CH:19]=[CH:18][CH:17]=3)[C:4]=2[CH:3]=1.[CH3:22][O:23][C:24]1[CH:25]=[CH:26][C:27](B(O)O)=[C:28]([C:30]2[CH:35]=[CH:34][CH:33]=[CH:32][CH:31]=2)[CH:29]=1.C([O-])([O-])=O.[Na+].[Na+].CCO, predict the reaction product. The product is: [Br:15][C:8]1[CH:9]=[CH:10][C:11]2[C:12]3[C:4](=[CH:3][C:2]([C:27]4[CH:26]=[CH:25][C:24]([O:23][CH3:22])=[CH:29][C:28]=4[C:30]4[CH:31]=[CH:32][CH:33]=[CH:34][CH:35]=4)=[CH:14][CH:13]=3)[N:5]([C:16]3[CH:17]=[CH:18][CH:19]=[CH:20][CH:21]=3)[C:6]=2[CH:7]=1.